From a dataset of Forward reaction prediction with 1.9M reactions from USPTO patents (1976-2016). Predict the product of the given reaction. (1) Given the reactants [H-].[Na+].[NH2:3][C:4]1[N:5]=[N:6][CH:7]=[CH:8][CH:9]=1.[N+](C1C=CC([O:19][C:20]([N:22]2[CH2:25][CH:24]([O:26][C:27]3[CH:32]=[CH:31][C:30]([Br:33])=[CH:29][N:28]=3)[CH2:23]2)=O)=CC=1)([O-])=O.C(=O)(O)[O-].[Na+], predict the reaction product. The product is: [N:6]1[CH:7]=[CH:8][CH:9]=[C:4]([NH:3][C:20]([N:22]2[CH2:23][CH:24]([O:26][C:27]3[CH:32]=[CH:31][C:30]([Br:33])=[CH:29][N:28]=3)[CH2:25]2)=[O:19])[N:5]=1. (2) Given the reactants C(OP([CH2:9][C:10]#[N:11])(=O)OCC)C.C[Si]([N-][Si](C)(C)C)(C)C.[Li+].[O:22]1[C:27]2[CH:28]=[CH:29][C:30]([C:32]([C:34]3[CH:39]=[CH:38][C:37]([O:40][CH3:41])=[CH:36][CH:35]=3)=O)=[CH:31][C:26]=2[O:25][CH2:24][CH2:23]1.O, predict the reaction product. The product is: [O:22]1[C:27]2[CH:28]=[CH:29][C:30]([C:32]([C:34]3[CH:39]=[CH:38][C:37]([O:40][CH3:41])=[CH:36][CH:35]=3)=[CH:9][C:10]#[N:11])=[CH:31][C:26]=2[O:25][CH2:24][CH2:23]1. (3) Given the reactants [C:1]([O:5][C:6]([NH:8][CH2:9][CH2:10][O:11][C:12]1[CH:20]=[C:19]([S:21][CH3:22])[CH:18]=[CH:17][C:13]=1[C:14]([OH:16])=O)=[O:7])([CH3:4])([CH3:3])[CH3:2].[Cl:23][C:24]1[CH:25]=[CH:26][C:27]([NH:30][C:31](=[O:40])[C:32]2[CH:37]=[C:36]([Cl:38])[CH:35]=[CH:34][C:33]=2[NH2:39])=[N:28][CH:29]=1, predict the reaction product. The product is: [C:1]([O:5][C:6]([NH:8][CH2:9][CH2:10][O:11][C:12]1[CH:20]=[C:19]([S:21][CH3:22])[CH:18]=[CH:17][C:13]=1[C:14]([NH:39][C:33]1[CH:34]=[CH:35][C:36]([Cl:38])=[CH:37][C:32]=1[C:31]([NH:30][C:27]1[CH:26]=[CH:25][C:24]([Cl:23])=[CH:29][N:28]=1)=[O:40])=[O:16])=[O:7])([CH3:2])([CH3:3])[CH3:4]. (4) Given the reactants [F:1][C@H:2]1[CH2:19][C@@:17]2([CH3:18])[C@@H:13]([CH2:14][CH:15]=[C:16]2[C:20]2[CH:21]=[N:22][CH:23]=[C:24]([F:26])[CH:25]=2)[C@H:12]2[C@H:3]1[C:4]1[CH:5]=[CH:6][C:7]([C:27](O)=[O:28])=[CH:8][C:9]=1[CH2:10][CH2:11]2.Cl.[NH2:31][CH2:32][CH2:33][CH2:34][C:35]([O:37]C)=[O:36], predict the reaction product. The product is: [F:1][C@H:2]1[CH2:19][C@@:17]2([CH3:18])[C@@H:13]([CH2:14][CH:15]=[C:16]2[C:20]2[CH:21]=[N:22][CH:23]=[C:24]([F:26])[CH:25]=2)[C@H:12]2[C@H:3]1[C:4]1[CH:5]=[CH:6][C:7]([C:27]([NH:31][CH2:32][CH2:33][CH2:34][C:35]([OH:37])=[O:36])=[O:28])=[CH:8][C:9]=1[CH2:10][CH2:11]2. (5) Given the reactants C([O:8][C:9]1[CH:10]=[C:11]2[C:15](=[CH:16][CH:17]=1)[CH2:14][N:13]([C:18]1[CH:23]=[CH:22][C:21]([O:24]CC3C=CC=CC=3)=[CH:20][CH:19]=1)[CH2:12]2)C1C=CC=CC=1, predict the reaction product. The product is: [OH:8][C:9]1[CH:10]=[C:11]2[C:15](=[CH:16][CH:17]=1)[CH2:14][N:13]([C:18]1[CH:23]=[CH:22][C:21]([OH:24])=[CH:20][CH:19]=1)[CH2:12]2. (6) Given the reactants [CH3:1][C:2]([CH3:31])([CH3:30])[C:3]([N:5]1[CH2:12][C:11]2[C:10]([NH:13][C:14](=[O:22])[C:15]3[CH:20]=[CH:19][C:18]([F:21])=[CH:17][CH:16]=3)=[N:9][N:8](C(OCC)=O)[C:7]=2[C:6]1([CH3:29])[CH3:28])=[O:4].C(Cl)Cl.CO, predict the reaction product. The product is: [CH3:1][C:2]([CH3:31])([CH3:30])[C:3]([N:5]1[CH2:12][C:11]2[C:10]([NH:13][C:14](=[O:22])[C:15]3[CH:16]=[CH:17][C:18]([F:21])=[CH:19][CH:20]=3)=[N:9][NH:8][C:7]=2[C:6]1([CH3:29])[CH3:28])=[O:4]. (7) Given the reactants [CH2:1]([C@H:8]([CH2:12][C:13]([O:15]C(C)(C)C)=[O:14])[C:9]([OH:11])=O)[C:2]1[CH:7]=[CH:6][CH:5]=[CH:4][CH:3]=1.[F:20][C:21]1[CH:22]=[C:23]([C:27]2[CH:32]=[CH:31][CH:30]=[CH:29][C:28]=2[C:33]2[N:34]=[C:35]([NH:38][CH3:39])[S:36][CH:37]=2)[CH:24]=[CH:25][CH:26]=1, predict the reaction product. The product is: [CH2:1]([C@@H:8]([C:9]([N:38]([C:35]1[S:36][CH:37]=[C:33]([C:28]2[CH:29]=[CH:30][CH:31]=[CH:32][C:27]=2[C:23]2[CH:24]=[CH:25][CH:26]=[C:21]([F:20])[CH:22]=2)[N:34]=1)[CH3:39])=[O:11])[CH2:12][C:13]([OH:15])=[O:14])[C:2]1[CH:3]=[CH:4][CH:5]=[CH:6][CH:7]=1. (8) Given the reactants [CH3:1][C:2]1[C:6]([C:7]([OH:9])=O)=[CH:5][O:4][N:3]=1.CCN=C=NCCCN(C)C.Cl.[CH:22]1[CH:23]=[CH:24][C:25]2N(O)N=N[C:26]=2[CH:27]=1.[CH3:32][C:33]1[CH:42]=[C:41]([CH3:43])[CH:40]=[C:39]2[C:34]=1[CH2:35][CH2:36][CH2:37][C@H:38]2[NH2:44], predict the reaction product. The product is: [CH3:32][C:33]1[CH:42]=[C:41]([CH3:43])[CH:40]=[C:39]2[C:34]=1[CH2:35][CH2:36][CH2:37][C@H:38]2[NH:44][C:7]([C:6]1[C:2]([CH3:1])=[N:3][O:4][CH:5]=1)=[O:9].[CH3:32][C:33]1[CH:42]=[C:41]([CH3:43])[CH:40]=[C:39]2[C:34]=1[CH2:35][CH2:36][CH2:37][C@H:38]2[NH:44][C@@H:6]([C:26]1[CH:25]=[CH:24][CH:23]=[CH:22][CH:27]=1)[CH2:5][OH:4]. (9) Given the reactants Br[C:2]1[CH:3]=[N:4][C:5]2[C:10]([C:11]=1[O:12][CH2:13][CH2:14][C@H:15]1[CH2:20][CH2:19][CH2:18][CH2:17][N:16]1C(OC(C)(C)C)=O)=[CH:9][C:8]([C:28]1[CH:29]=[N:30][N:31]([CH3:33])[CH:32]=1)=[C:7]([Cl:34])[CH:6]=2.[CH3:35][C:36]1[CH:37]=[C:38](B(O)O)[CH:39]=[C:40]([CH3:42])[CH:41]=1.C1COCC1.[C:51]([OH:57])([C:53]([F:56])([F:55])[F:54])=[O:52].C(Cl)Cl, predict the reaction product. The product is: [Cl:34][C:7]1[CH:6]=[C:5]2[C:10]([C:11]([O:12][CH2:13][CH2:14][C@H:15]3[CH2:20][CH2:19][CH2:18][CH2:17][NH:16]3)=[C:2]([C:38]3[CH:39]=[C:40]([CH3:42])[CH:41]=[C:36]([CH3:35])[CH:37]=3)[CH:3]=[N:4]2)=[CH:9][C:8]=1[C:28]1[CH:29]=[N:30][N:31]([CH3:33])[CH:32]=1.[C:51]([OH:57])([C:53]([F:56])([F:55])[F:54])=[O:52].